From a dataset of Full USPTO retrosynthesis dataset with 1.9M reactions from patents (1976-2016). Predict the reactants needed to synthesize the given product. (1) Given the product [Cl:1][C:2]1[CH:10]=[C:9]([CH:11]([O:13][C:14]2[CH:19]=[CH:18][CH:17]=[CH:16][CH:15]=2)[CH3:12])[CH:8]=[CH:7][C:3]=1[C:4]([NH:32][CH2:33][C:34]1[C:35]([OH:42])=[N:36][C:37]([CH3:41])=[CH:38][C:39]=1[CH3:40])=[O:6], predict the reactants needed to synthesize it. The reactants are: [Cl:1][C:2]1[CH:10]=[C:9]([CH:11]([O:13][C:14]2[CH:19]=[CH:18][CH:17]=[CH:16][CH:15]=2)[CH3:12])[CH:8]=[CH:7][C:3]=1[C:4]([OH:6])=O.Cl.CN(C)CCCN=C=NCC.[NH2:32][CH2:33][C:34]1[C:35]([OH:42])=[N:36][C:37]([CH3:41])=[CH:38][C:39]=1[CH3:40]. (2) Given the product [Br:1][C:2]1[CH:3]=[C:4]([CH:5]=[C:6]([O:8][CH2:9][C@H:10]2[CH2:14][CH2:13][CH2:12][O:11]2)[CH:7]=1)[CH2:15][O:16][C:32]1[CH:37]=[CH:36][CH:35]=[CH:34][C:33]=1[CH2:38][C:39]([O:41][CH3:42])=[O:40], predict the reactants needed to synthesize it. The reactants are: [Br:1][C:2]1[CH:3]=[C:4]([CH2:15][OH:16])[CH:5]=[C:6]([O:8][CH2:9][C@H:10]2[CH2:14][CH2:13][CH2:12][O:11]2)[CH:7]=1.CC(OC(/N=N/C(OC(C)C)=O)=O)C.O[C:32]1[CH:37]=[CH:36][CH:35]=[CH:34][C:33]=1[CH2:38][C:39]([O:41][CH3:42])=[O:40].C1(P(C2C=CC=CC=2)C2C=CC=CC=2)C=CC=CC=1. (3) The reactants are: [Br:1][C:2]1[CH:10]=[C:9]2[C:5]([CH:6]=[C:7]([C:12]([OH:14])=O)[N:8]2[CH3:11])=[CH:4][CH:3]=1.F[P-](F)(F)(F)(F)F.N1(OC(N(C)C)=[N+](C)C)[C:26]2[N:27]=[CH:28]C=CC=2N=N1.C(N(CC)CC)C.CNC. Given the product [Br:1][C:2]1[CH:10]=[C:9]2[C:5]([CH:6]=[C:7]([C:12]([N:27]([CH3:28])[CH3:26])=[O:14])[N:8]2[CH3:11])=[CH:4][CH:3]=1, predict the reactants needed to synthesize it. (4) Given the product [C:14]([O:9][CH2:8][C:6]1[CH:5]=[C:4]([N:10]([CH3:12])[CH3:11])[N:3]=[C:2]([Cl:1])[CH:7]=1)(=[O:15])[CH3:13], predict the reactants needed to synthesize it. The reactants are: [Cl:1][C:2]1[CH:7]=[C:6]([CH2:8][OH:9])[CH:5]=[C:4]([N:10]([CH3:12])[CH3:11])[N:3]=1.[CH3:13][C:14](OC(C)=O)=[O:15]. (5) Given the product [CH3:29][S:26]([C:23]1[N:22]=[C:21]([N:39]2[CH2:44][CH2:43][S:42][CH2:41][CH2:40]2)[S:25][N:24]=1)(=[O:28])=[O:27].[CH3:38][S:36]([C:33]1[N:32]=[C:31]([N:39]2[CH2:44][CH2:43][S:42][CH2:41][CH2:40]2)[S:35][N:34]=1)=[O:37], predict the reactants needed to synthesize it. The reactants are: ClC1SN=C(SC)N=1.ClC1C=CC=C(C(OO)=O)C=1.Cl[C:21]1[S:25][N:24]=[C:23]([S:26]([CH3:29])(=[O:28])=[O:27])[N:22]=1.Cl[C:31]1[S:35][N:34]=[C:33]([S:36]([CH3:38])=[O:37])[N:32]=1.[NH:39]1[CH2:44][CH2:43][S:42][CH2:41][CH2:40]1. (6) Given the product [C:1]1([CH2:7][N:8]2[CH2:12][CH2:11][C@H:10]([NH2:13])[CH2:9]2)[CH2:6][CH2:5][CH2:4][CH2:3][CH:2]=1, predict the reactants needed to synthesize it. The reactants are: [C:1]1([CH2:7][N:8]2[CH2:12][CH2:11][C@H:10]([NH:13]C(=O)OC(C)(C)C)[CH2:9]2)[CH2:6][CH2:5][CH2:4][CH2:3][CH:2]=1.Cl.[OH-].[Na+].